This data is from Forward reaction prediction with 1.9M reactions from USPTO patents (1976-2016). The task is: Predict the product of the given reaction. (1) Given the reactants Cl[C:2]1[C:3]2[C:10]([C:11]3[CH:16]=[CH:15][C:14]([O:17][CH3:18])=[CH:13][CH:12]=3)=[C:9]([C:19]3[CH:24]=[CH:23][CH:22]=[CH:21][CH:20]=3)[O:8][C:4]=2[N:5]=[CH:6][N:7]=1.[CH2:25]([O:27][CH:28]([O:33][CH2:34][CH3:35])[CH2:29][CH2:30][CH2:31][NH2:32])[CH3:26].CCN(C(C)C)C(C)C, predict the reaction product. The product is: [CH2:34]([O:33][CH:28]([O:27][CH2:25][CH3:26])[CH2:29][CH2:30][CH2:31][NH:32][C:2]1[C:3]2[C:10]([C:11]3[CH:16]=[CH:15][C:14]([O:17][CH3:18])=[CH:13][CH:12]=3)=[C:9]([C:19]3[CH:20]=[CH:21][CH:22]=[CH:23][CH:24]=3)[O:8][C:4]=2[N:5]=[CH:6][N:7]=1)[CH3:35]. (2) The product is: [Br:21][C:22]1[CH:28]=[CH:27][C:25]([NH:26][C:5](=[O:18])[NH:6][C:7]2[CH:8]=[CH:9][C:10]([C:13]([N:14]([CH3:15])[CH3:16])=[O:17])=[CH:11][CH:12]=2)=[CH:24][C:23]=1[F:29]. Given the reactants ClC(Cl)(Cl)CO[C:5](=[O:18])[NH:6][C:7]1[CH:12]=[CH:11][C:10]([C:13](=[O:17])[N:14]([CH3:16])[CH3:15])=[CH:9][CH:8]=1.[Br:21][C:22]1[CH:28]=[CH:27][C:25]([NH2:26])=[CH:24][C:23]=1[F:29], predict the reaction product. (3) Given the reactants [C:1]([N:4]1[CH2:9][CH2:8][CH:7]([C:10]([OH:12])=O)[CH2:6][CH2:5]1)(=[O:3])[CH3:2].S(Cl)(Cl)=O.[F:17][C:18]1[CH:23]=[CH:22][CH:21]=[C:20]([F:24])[CH:19]=1.[Cl-].[Al+3].[Cl-].[Cl-].Cl, predict the reaction product. The product is: [F:17][C:18]1[CH:19]=[C:20]([F:24])[CH:21]=[CH:22][C:23]=1[C:10]([CH:7]1[CH2:6][CH2:5][N:4]([C:1](=[O:3])[CH3:2])[CH2:9][CH2:8]1)=[O:12]. (4) Given the reactants I[C:2]1[CH:7]=[CH:6][CH:5]=[CH:4][C:3]=1[CH2:8][CH2:9][C:10]([OH:12])=[O:11].[F:13][C:14]1[CH:15]=[C:16]([SH:20])[CH:17]=[CH:18][CH:19]=1.[OH-].[K+], predict the reaction product. The product is: [F:13][C:14]1[CH:15]=[C:16]([S:20][C:2]2[CH:7]=[CH:6][CH:5]=[CH:4][C:3]=2[CH2:8][CH2:9][C:10]([OH:12])=[O:11])[CH:17]=[CH:18][CH:19]=1. (5) Given the reactants [C:1]1([C:7]2[N:11]([S:12]([C:15]3[CH:20]=[CH:19][C:18]([C:21]([F:24])([F:23])[F:22])=[CH:17][CH:16]=3)(=[O:14])=[O:13])[CH:10]=[C:9]([CH:25]=[O:26])[CH:8]=2)[CH:6]=[CH:5][CH:4]=[CH:3][CH:2]=1.[Cl:27]N1C(=O)CCC1=O.O, predict the reaction product. The product is: [Cl:27][C:10]1[N:11]([S:12]([C:15]2[CH:20]=[CH:19][C:18]([C:21]([F:24])([F:22])[F:23])=[CH:17][CH:16]=2)(=[O:13])=[O:14])[C:7]([C:1]2[CH:2]=[CH:3][CH:4]=[CH:5][CH:6]=2)=[CH:8][C:9]=1[CH:25]=[O:26]. (6) The product is: [C:1]1([C:7]2[CH:37]=[CH:36][C:10]([C:11]([N:13]3[C:19]4[CH:20]=[CH:21][CH:22]=[CH:23][C:18]=4[CH2:17][N:16]4[C:24]([C:27]([N:29]5[CH2:30][CH2:31][N:32]([CH2:35][CH2:56][CH2:55][N:58]([CH3:62])[CH3:59])[CH2:33][CH2:34]5)=[O:28])=[CH:25][CH:26]=[C:15]4[CH2:14]3)=[O:12])=[CH:9][C:8]=2[CH3:38])[CH2:6][CH2:5][CH2:4][CH2:3][CH:2]=1. Given the reactants [C:1]1([C:7]2[CH:37]=[CH:36][C:10]([C:11]([N:13]3[C:19]4[CH:20]=[CH:21][CH:22]=[CH:23][C:18]=4[CH2:17][N:16]4[C:24]([C:27]([N:29]5[CH2:34][CH2:33][N:32]([CH3:35])[CH2:31][CH2:30]5)=[O:28])=[CH:25][CH:26]=[C:15]4[CH2:14]3)=[O:12])=[CH:9][C:8]=2[CH3:38])[CH2:6][CH2:5][CH2:4][CH2:3][CH:2]=1.ON1C2C=CC=CC=2N=N1.Cl.C(N=C=N)C.[CH:55]([N:58]([CH2:62]C)[CH:59](C)C)(C)[CH3:56], predict the reaction product.